Dataset: Full USPTO retrosynthesis dataset with 1.9M reactions from patents (1976-2016). Task: Predict the reactants needed to synthesize the given product. (1) Given the product [CH3:39][O:40][CH2:41][O:27][CH:22]1[CH2:23][CH2:24][C@@:25]2([CH3:26])[C:20](=[CH:19][CH:18]=[C:17]3[C@@H:16]2[CH2:15][CH2:14][C@@:13]2([CH3:28])[C@H:12]3[CH2:11][CH2:10][C@@H:9]2[C@H:2]([CH3:1])[CH2:3][CH2:4][CH2:5][CH:6]([CH3:7])[CH3:8])[CH2:21]1, predict the reactants needed to synthesize it. The reactants are: [CH3:1][C@@H:2]([C@@H:9]1[C@@:13]2([CH3:28])[CH2:14][CH2:15][CH2:16]/[C:17](=[CH:18]\[CH:19]=[C:20]3\[CH2:21][C@@H:22]([OH:27])[CH2:23][CH2:24][C:25]\3=[CH2:26])/[C@@H:12]2[CH2:11][CH2:10]1)[CH2:3][CH2:4][CH2:5][CH:6]([CH3:8])[CH3:7].C(N(CC)C(C)C)(C)C.Cl[CH2:39][O:40][CH3:41].[Cl-].[NH4+]. (2) Given the product [NH2:19][C:15]1[C:14]2=[N:20][N:21]([CH2:23][CH3:24])[CH:22]=[C:13]2[C:12]2[CH:11]=[CH:10][C:9]([OH:8])=[CH:18][C:17]=2[N:16]=1, predict the reactants needed to synthesize it. The reactants are: C([O:8][C:9]1[CH:10]=[CH:11][C:12]2[C:13]3[C:14](=[N:20][N:21]([CH2:23][CH3:24])[CH:22]=3)[C:15]([NH2:19])=[N:16][C:17]=2[CH:18]=1)C1C=CC=CC=1.